Task: Predict the reactants needed to synthesize the given product.. Dataset: Full USPTO retrosynthesis dataset with 1.9M reactions from patents (1976-2016) (1) Given the product [C:1]([O:5][C:6]([N:8]1[C@H:12]([CH2:13][CH3:14])[CH2:11][C@H:10]([N:15]([CH2:16][C:17]2[CH:22]=[C:21]([C:23]([F:25])([F:24])[F:26])[CH:20]=[C:19]([C:27]([F:30])([F:28])[F:29])[CH:18]=2)[C:45]([O:47][CH3:48])=[O:46])[C@@H:9]1[CH2:31][C:32]1[CH:33]=[CH:34][CH:35]=[CH:36][CH:37]=1)=[O:7])([CH3:2])([CH3:3])[CH3:4], predict the reactants needed to synthesize it. The reactants are: [C:1]([O:5][C:6]([N:8]1[C@H:12]([CH2:13][CH3:14])[CH2:11][C@H:10]([NH:15][CH2:16][C:17]2[CH:22]=[C:21]([C:23]([F:26])([F:25])[F:24])[CH:20]=[C:19]([C:27]([F:30])([F:29])[F:28])[CH:18]=2)[C@@H:9]1[CH2:31][C:32]1[CH:37]=[CH:36][CH:35]=[CH:34][CH:33]=1)=[O:7])([CH3:4])([CH3:3])[CH3:2].C(=O)([O-])[O-].[Cs+].[Cs+].Cl[C:45]([O:47][CH3:48])=[O:46].CCOC(C)=O. (2) Given the product [Br:1][C@H:8]([CH2:12][C:13]1[CH:18]=[CH:17][CH:16]=[CH:15][CH:14]=1)[C:9]([OH:11])=[O:10], predict the reactants needed to synthesize it. The reactants are: [Br-:1].[Li+].CS(O[C@@H:8]([CH2:12][C:13]1[CH:18]=[CH:17][CH:16]=[CH:15][CH:14]=1)[C:9]([OH:11])=[O:10])(=O)=O. (3) The reactants are: Cl[C:2]1[CH:7]=[CH:6][N:5]=[C:4]2[CH:8]=[C:9]([C:11]([N:13]3[CH2:17][CH2:16][C@@H:15]([O:18][CH3:19])[CH2:14]3)=[O:12])[S:10][C:3]=12.[CH3:20][NH:21][C:22]([C:24]1[C:32]2[C:27](=[CH:28][C:29]([OH:33])=[CH:30][CH:31]=2)[N:26]([CH3:34])[CH:25]=1)=[O:23].C([O-])([O-])=O.[Cs+].[Cs+]. Given the product [CH3:20][NH:21][C:22]([C:24]1[C:32]2[C:27](=[CH:28][C:29]([O:33][C:2]3[CH:7]=[CH:6][N:5]=[C:4]4[CH:8]=[C:9]([C:11]([N:13]5[CH2:17][CH2:16][CH:15]([O:18][CH3:19])[CH2:14]5)=[O:12])[S:10][C:3]=34)=[CH:30][CH:31]=2)[N:26]([CH3:34])[CH:25]=1)=[O:23], predict the reactants needed to synthesize it. (4) The reactants are: [CH3:1][O:2][C:3]1[C:4]([N+:20]([O-:22])=[O:21])=[CH:5][C:6]([CH3:19])=[C:7]([N:9]2[CH2:18][CH2:17][C:12]3(OCCO3)[CH2:11][CH2:10]2)[CH:8]=1.O.C1(C)C=CC(S(O)(=O)=O)=CC=1.C(=O)([O-])[O-].[K+].[K+].COC1C([N+]([O-])=O)=CC(C)=C(N2CCC(=O)CC2)C=1.Cl.[F:61][C@@H:62]1[CH2:66][CH2:65][NH:64][CH2:63]1.C(O[BH-](OC(=O)C)OC(=O)C)(=O)C.[Na+]. Given the product [F:61][C@@H:62]1[CH2:66][CH2:65][N:64]([CH:12]2[CH2:11][CH2:10][N:9]([C:7]3[CH:8]=[C:3]([O:2][CH3:1])[C:4]([N+:20]([O-:22])=[O:21])=[CH:5][C:6]=3[CH3:19])[CH2:18][CH2:17]2)[CH2:63]1, predict the reactants needed to synthesize it.